This data is from Reaction yield outcomes from USPTO patents with 853,638 reactions. The task is: Predict the reaction yield, written as a fraction of the theoretical maximum amount of product (1.0 means a 100% yield; for example, 0.34 means a 34% yield). (1) The reactants are Cl.[NH2:2][C@H:3]([CH2:8][C:9]1[C:17]2[C:12](=[CH:13][CH:14]=[CH:15][CH:16]=2)[NH:11][CH:10]=1)[C:4]([O:6][CH3:7])=[O:5].[CH2:18]1[CH2:28][CH2:27][N:26]2[C:21](=NC[CH2:24][CH2:25]2)CC1.C1C(=O)N(OC(ON2C(=O)CCC2=O)=O)C(=[O:32])C1.Cl.[F:48][C:49]1[CH:54]=[CH:53]C(C2CCNCC2)=[CH:51][CH:50]=1.[C:61](=[O:64])([O-])O.[Na+]. The catalyst is C(#N)C.C(N(CC)C(C)C)(C)C. The product is [F:48][C:49]1[CH:54]=[CH:53][C:61]([O:64][CH:18]2[CH2:24][CH2:25][N:26]([C:21]([NH:2][C@H:3]([CH2:8][C:9]3[C:17]4[C:12](=[CH:13][CH:14]=[CH:15][CH:16]=4)[NH:11][CH:10]=3)[C:4]([O:6][CH3:7])=[O:5])=[O:32])[CH2:27][CH2:28]2)=[CH:51][CH:50]=1. The yield is 0.850. (2) The reactants are [Cl:1][C:2]1[C:23]([O:24]C)=[CH:22][CH:21]=[C:20]([Cl:26])[C:3]=1[NH:4][CH2:5][C:6]1[CH:11]=[C:10]([C:12]2[CH:17]=[CH:16][CH:15]=[C:14]([F:18])[CH:13]=2)[CH:9]=[CH:8][C:7]=1[F:19]. The catalyst is C(Cl)Cl. The product is [Cl:1][C:2]1[C:3]([NH:4][CH2:5][C:6]2[CH:11]=[C:10]([C:12]3[CH:17]=[CH:16][CH:15]=[C:14]([F:18])[CH:13]=3)[CH:9]=[CH:8][C:7]=2[F:19])=[C:20]([Cl:26])[CH:21]=[CH:22][C:23]=1[OH:24]. The yield is 0.770. (3) The reactants are [Cl:1][C:2]1[CH:3]=[C:4]([CH3:27])[C:5]([CH2:8][N:9]([CH2:16][C:17]2[C:26]3[C:21](=[CH:22][CH:23]=[CH:24][CH:25]=3)[CH:20]=[CH:19][N:18]=2)[CH:10]2[CH2:15][CH2:14][NH:13][CH2:12][CH2:11]2)=[N:6][CH:7]=1.[O:28]([C:35]([NH:37][OH:38])=O)C1C=CC=CC=1. The catalyst is C1COCC1. The product is [OH:38][NH:37][C:35]([N:13]1[CH2:14][CH2:15][CH:10]([N:9]([CH2:8][C:5]2[C:4]([CH3:27])=[CH:3][C:2]([Cl:1])=[CH:7][N:6]=2)[CH2:16][C:17]2[C:26]3[C:21](=[CH:22][CH:23]=[CH:24][CH:25]=3)[CH:20]=[CH:19][N:18]=2)[CH2:11][CH2:12]1)=[O:28]. The yield is 0.510. (4) The yield is 0.100. The reactants are FC(F)(F)C([NH:5][C:6]1[CH:11]=[CH:10][C:9]([CH:12]=[CH2:13])=[CH:8][CH:7]=1)=O.[N+](=[CH:18][C:19]([O:21][CH2:22][CH3:23])=[O:20])=[N-].C(=O)([O-])[O-].[K+].[K+].O. The product is [CH2:22]([O:21][C:19]([C@@H:18]1[CH2:13][C@H:12]1[C:9]1[CH:8]=[CH:7][C:6]([NH2:5])=[CH:11][CH:10]=1)=[O:20])[CH3:23]. The catalyst is C(Cl)(Cl)Cl.